The task is: Predict the product of the given reaction.. This data is from Forward reaction prediction with 1.9M reactions from USPTO patents (1976-2016). (1) Given the reactants [Cl:1][C:2]1[CH:7]=[CH:6][CH:5]=[C:4]([F:8])[C:3]=1[C:9]1[C:13]([C:14](O)=[O:15])=[C:12]([C:17]2[CH:18]=[N:19][N:20]([C:26]3[CH:31]=[CH:30][CH:29]=[C:28]([Cl:32])[CH:27]=3)[C:21]=2[C:22]([F:25])([F:24])[F:23])[O:11][N:10]=1.[Cl-].[NH4+].CC([N:38](C)C)=O.CCN(C(C)C)C(C)C, predict the reaction product. The product is: [Cl:1][C:2]1[CH:7]=[CH:6][CH:5]=[C:4]([F:8])[C:3]=1[C:9]1[C:13]([C:14]([NH2:38])=[O:15])=[C:12]([C:17]2[CH:18]=[N:19][N:20]([C:26]3[CH:31]=[CH:30][CH:29]=[C:28]([Cl:32])[CH:27]=3)[C:21]=2[C:22]([F:23])([F:25])[F:24])[O:11][N:10]=1. (2) The product is: [N:17]1([CH2:16][CH2:15][N:7]2[C:8]3[C:13](=[CH:12][CH:11]=[CH:10][C:9]=3[CH3:14])[C:5]([C:3]([OH:4])=[O:25])=[CH:6]2)[CH:21]=[CH:20][N:19]=[CH:18]1. Given the reactants FC(F)(F)[C:3]([C:5]1[C:13]2[C:8](=[C:9]([CH3:14])[CH:10]=[CH:11][CH:12]=2)[N:7]([CH2:15][CH2:16][N:17]2[CH:21]=[CH:20][N:19]=[CH:18]2)[CH:6]=1)=[O:4].C[OH:25], predict the reaction product. (3) Given the reactants [NH2:1][C@H:2]1[CH2:7][CH2:6][N:5]([CH2:8][CH:9]2[C:13]3=[C:14]([F:22])[CH:15]=[N:16][C:17]4[CH:18]=[CH:19][C:20](=[O:21])[N:11]([C:12]=43)[CH2:10]2)[CH2:4][C@H:3]1[F:23].[O:24]=[C:25]1[CH2:30][S:29][C:28]2[CH:31]=[CH:32][C:33]([CH:35]=O)=[N:34][C:27]=2[NH:26]1.[Cl:37]CCl.CO, predict the reaction product. The product is: [ClH:37].[F:22][C:14]1[CH:15]=[N:16][C:17]2[CH:18]=[CH:19][C:20](=[O:21])[N:11]3[CH2:10][CH:9]([CH2:8][N:5]4[CH2:6][CH2:7][C@H:2]([NH:1][CH2:35][C:33]5[CH:32]=[CH:31][C:28]6[S:29][CH2:30][C:25](=[O:24])[NH:26][C:27]=6[N:34]=5)[C@H:3]([F:23])[CH2:4]4)[C:13]=1[C:12]=23. (4) Given the reactants [CH3:1][N:2]1[C:6]([C:7]2[CH:20]=[C:19]([N+:21]([O-])=O)[CH:18]=[CH:17][C:8]=2[O:9][CH2:10][C:11]2[CH:16]=[CH:15][CH:14]=[CH:13][N:12]=2)=[CH:5][CH:4]=[N:3]1, predict the reaction product. The product is: [CH3:1][N:2]1[C:6]([C:7]2[CH:20]=[C:19]([NH2:21])[CH:18]=[CH:17][C:8]=2[O:9][CH2:10][C:11]2[CH:16]=[CH:15][CH:14]=[CH:13][N:12]=2)=[CH:5][CH:4]=[N:3]1. (5) Given the reactants [NH2:1][C:2]1[CH:16]=[CH:15][C:5]2[C:6](=[O:14])[NH:7][C:8]3[C:13]([C:4]=2[CH:3]=1)=[CH:12][CH:11]=[CH:10][N:9]=3.Br[CH2:18][C:19]1[C:24]([C:25]([F:28])([F:27])[F:26])=[CH:23][CH:22]=[CH:21][C:20]=1[F:29], predict the reaction product. The product is: [F:29][C:20]1[CH:21]=[CH:22][CH:23]=[C:24]([C:25]([F:26])([F:27])[F:28])[C:19]=1[CH2:18][NH:1][C:2]1[CH:16]=[CH:15][C:5]2[C:6](=[O:14])[NH:7][C:8]3[C:13]([C:4]=2[CH:3]=1)=[CH:12][CH:11]=[CH:10][N:9]=3. (6) Given the reactants [C:1]12([NH2:11])[CH2:10][CH:5]3[CH2:6][CH:7]([CH2:9][CH:3]([CH2:4]3)[CH2:2]1)[CH2:8]2.[C:12]([O:16][C:17](=[O:27])[NH:18][C:19]1[CH:24]=[CH:23][C:22]([CH:25]=O)=[CH:21][CH:20]=1)([CH3:15])([CH3:14])[CH3:13], predict the reaction product. The product is: [C:12]([O:16][C:17](=[O:27])[NH:18][C:19]1[CH:20]=[CH:21][C:22]([CH2:25][NH:11][C:1]23[CH2:8][CH:7]4[CH2:6][CH:5]([CH2:4][CH:3]([CH2:9]4)[CH2:2]2)[CH2:10]3)=[CH:23][CH:24]=1)([CH3:15])([CH3:14])[CH3:13]. (7) Given the reactants C(O)(=O)C1C=CC=CC=1.[Cl:10][C:11]1[CH:16]=[CH:15][CH:14]=[CH:13][C:12]=1[C:17]([C:19]1[C:20]([CH:25]=[C:26](O)[C:27]2[CH:32]=[CH:31][N:30]=[CH:29][CH:28]=2)=[N:21][CH:22]=[CH:23][CH:24]=1)=[O:18].C(=O)([O-])[O-].[K+].[K+].[N:40]([CH2:43][C:44]1[CH:49]=[C:48]([C:50]([F:53])([F:52])[F:51])[CH:47]=[C:46]([C:54]([F:57])([F:56])[F:55])[CH:45]=1)=[N+:41]=[N-:42].C(O)(C)C, predict the reaction product. The product is: [F:51][C:50]([F:52])([F:53])[C:48]1[CH:49]=[C:44]([CH:45]=[C:46]([C:54]([F:57])([F:55])[F:56])[CH:47]=1)[CH2:43][N:40]1[C:26]([C:27]2[CH:32]=[CH:31][N:30]=[CH:29][CH:28]=2)=[C:25]([C:20]2[C:19]([C:17]([C:12]3[CH:13]=[CH:14][CH:15]=[CH:16][C:11]=3[Cl:10])=[O:18])=[CH:24][CH:23]=[CH:22][N:21]=2)[N:42]=[N:41]1.